This data is from Catalyst prediction with 721,799 reactions and 888 catalyst types from USPTO. The task is: Predict which catalyst facilitates the given reaction. (1) Reactant: [Cl:1][C:2]1[CH:7]=[CH:6][C:5]([NH:8][C:9]2[C:10]([CH:22]=O)=[N:11][CH:12]=[C:13]([N:15]3[C:19]([CH3:20])=[CH:18][C:17]([CH3:21])=[N:16]3)[N:14]=2)=[CH:4][CH:3]=1.Cl.[NH2:25][OH:26]. Product: [Cl:1][C:2]1[CH:7]=[CH:6][C:5]([NH:8][C:9]2[C:10]([CH:22]=[N:25][OH:26])=[N:11][CH:12]=[C:13]([N:15]3[C:19]([CH3:20])=[CH:18][C:17]([CH3:21])=[N:16]3)[N:14]=2)=[CH:4][CH:3]=1. The catalyst class is: 8. (2) Reactant: [CH3:1][O:2][C:3]([NH:5][C@H:6]([C:10]1[CH:15]=[CH:14][CH:13]=[CH:12][CH:11]=1)[C:7]([OH:9])=O)=[O:4].CN(C(ON1N=NC2C=CC=NC1=2)=[N+](C)C)C.F[P-](F)(F)(F)(F)F.CCN(C(C)C)C(C)C.Cl.[O:50]=[C:51]1[CH:62]2[C:63]3[N:55]([CH:56]=[CH:57][C:58]=3[CH2:59][CH2:60][C@@H:61]2[NH:64][C:65](=[O:68])[O:66][CH3:67])[CH2:54][C@@H:53]([C:69]2[NH:70][C:71]([C:74]3[CH:79]=[CH:78][C:77]([C:80]4[CH:89]=[N:88][C:87]5[C:82](=[CH:83][CH:84]=[C:85]([C:90]6[NH:94][C:93]([C@@H:95]7[CH2:99][CH2:98][CH2:97][NH:96]7)=[N:92][CH:91]=6)[CH:86]=5)[N:81]=4)=[CH:76][CH:75]=3)=[CH:72][N:73]=2)[CH2:52]1. Product: [CH3:67][O:66][C:65](=[O:68])[NH:64][C@@H:61]1[CH:62]2[C:51](=[O:50])[CH2:52][C@H:53]([C:69]3[NH:70][C:71]([C:74]4[CH:75]=[CH:76][C:77]([C:80]5[CH:89]=[N:88][C:87]6[C:82](=[CH:83][CH:84]=[C:85]([C:90]7[NH:94][C:93]([C@@H:95]8[CH2:99][CH2:98][CH2:97][N:96]8[C:7](=[O:9])[C@H:6]([NH:5][C:3]([O:2][CH3:1])=[O:4])[C:10]8[CH:15]=[CH:14][CH:13]=[CH:12][CH:11]=8)=[N:92][CH:91]=7)[CH:86]=6)[N:81]=5)=[CH:78][CH:79]=4)=[CH:72][N:73]=3)[CH2:54][N:55]3[C:63]2=[C:58]([CH:57]=[CH:56]3)[CH2:59][CH2:60]1. The catalyst class is: 3.